From a dataset of Forward reaction prediction with 1.9M reactions from USPTO patents (1976-2016). Predict the product of the given reaction. (1) Given the reactants [C:1]([O:5][C:6]([N:8]1[CH:12]=[C:11]([CH3:13])[C:10]([CH3:14])=[C:9]1[CH:15]=[O:16])=[O:7])([CH3:4])([CH3:3])[CH3:2].[C:17]([Mg]Cl)#[CH:18], predict the reaction product. The product is: [C:1]([O:5][C:6]([N:8]1[CH:12]=[C:11]([CH3:13])[C:10]([CH3:14])=[C:9]1[CH:15]([OH:16])[C:17]#[CH:18])=[O:7])([CH3:4])([CH3:2])[CH3:3]. (2) Given the reactants [C:1]([O:5][C:6](=[O:32])[NH:7][CH:8]1[CH2:13][CH2:12][CH:11]([NH:14][C:15]2[C:16]3[N:17]([C:21]([C:24]4[CH:29]=[CH:28][N:27]=[C:26]([S:30][CH3:31])[N:25]=4)=[CH:22][N:23]=3)[CH:18]=[CH:19][N:20]=2)[CH2:10][CH2:9]1)([CH3:4])([CH3:3])[CH3:2].C1C=C(Cl)C=C(C(OO)=[O:41])C=1, predict the reaction product. The product is: [C:1]([O:5][C:6](=[O:32])[NH:7][CH:8]1[CH2:13][CH2:12][CH:11]([NH:14][C:15]2[C:16]3[N:17]([C:21]([C:24]4[CH:29]=[CH:28][N:27]=[C:26]([S:30]([CH3:31])=[O:41])[N:25]=4)=[CH:22][N:23]=3)[CH:18]=[CH:19][N:20]=2)[CH2:10][CH2:9]1)([CH3:4])([CH3:3])[CH3:2]. (3) Given the reactants [Br:1][C:2]1[CH:10]=[C:9]2[C:5]([CH:6]=[CH:7][NH:8]2)=[CH:4][CH:3]=1.[N:11]([O-])=O.[Na+].[OH2:15], predict the reaction product. The product is: [Br:1][C:2]1[CH:10]=[C:9]2[C:5]([C:6]([CH:7]=[O:15])=[N:11][NH:8]2)=[CH:4][CH:3]=1. (4) Given the reactants O.[OH-].[Li+].[N:4]1[C:13]2[C:8](=[CH:9][C:10]([CH:14]([C:16]3[N:20]4[N:21]=[C:22]([C:25]5[CH:34]=[CH:33][C:28]([C:29]([O:31]C)=[O:30])=[CH:27][CH:26]=5)[CH:23]=[N:24][C:19]4=[N:18][CH:17]=3)[CH3:15])=[CH:11][CH:12]=2)[CH:7]=[CH:6][CH:5]=1.Cl, predict the reaction product. The product is: [N:4]1[C:13]2[C:8](=[CH:9][C:10]([CH:14]([C:16]3[N:20]4[N:21]=[C:22]([C:25]5[CH:34]=[CH:33][C:28]([C:29]([OH:31])=[O:30])=[CH:27][CH:26]=5)[CH:23]=[N:24][C:19]4=[N:18][CH:17]=3)[CH3:15])=[CH:11][CH:12]=2)[CH:7]=[CH:6][CH:5]=1. (5) The product is: [Cl:25][C:18]1[CH:19]=[C:20]([CH3:24])[CH:21]=[C:22]([CH3:23])[C:17]=1[N:12]1[CH2:13][CH2:14][CH2:15][C:16]2=[C:8]([NH2:7])[N:9]([CH3:26])[N:10]=[C:11]12. Given the reactants C(OC(=O)[NH:7][C:8]1[N:9]([CH3:26])[N:10]=[C:11]2[C:16]=1[CH2:15][CH2:14][CH2:13][N:12]2[C:17]1[C:22]([CH3:23])=[CH:21][C:20]([CH3:24])=[CH:19][C:18]=1[Cl:25])(C)(C)C.FC(F)(F)C(O)=O, predict the reaction product.